Dataset: Full USPTO retrosynthesis dataset with 1.9M reactions from patents (1976-2016). Task: Predict the reactants needed to synthesize the given product. (1) Given the product [Cl:25][C:26]1[N:30]2[CH:31]=[C:32]([C:39]3[CH:43]=[CH:42][O:41][CH:40]=3)[CH:33]=[C:34]([C:35]([F:37])([F:38])[F:36])[C:29]2=[N:28][C:27]=1[C:44]([N:56]1[CH2:57][CH2:58][CH:54]([C:50]2[CH:51]=[CH:52][CH:53]=[C:48]([F:47])[CH:49]=2)[CH2:55]1)=[O:45], predict the reactants needed to synthesize it. The reactants are: CN(C(ON1N=NC2C=CC=NC1=2)=[N+](C)C)C.F[P-](F)(F)(F)(F)F.[Cl:25][C:26]1[N:30]2[CH:31]=[C:32]([C:39]3[CH:43]=[CH:42][O:41][CH:40]=3)[CH:33]=[C:34]([C:35]([F:38])([F:37])[F:36])[C:29]2=[N:28][C:27]=1[C:44](O)=[O:45].[F:47][C:48]1[CH:49]=[C:50]([CH:54]2[CH2:58][CH2:57][NH:56][CH2:55]2)[CH:51]=[CH:52][CH:53]=1. (2) The reactants are: [CH3:1][O:2][C:3]1([C:10]([F:13])([F:12])[F:11])[CH2:8][CH2:7][C:6](=O)[CH2:5][CH2:4]1.[C-]#N.[Na+].[C:17](=[O:20])([O-])[O-].[NH4+:21].[NH4+:22].[CH2:23]([OH:25])C. Given the product [CH3:1][O:2][C:3]1([C:10]([F:13])([F:12])[F:11])[CH2:8][CH2:7][C:6]2([NH:22][C:23](=[O:25])[NH:21][C:17]2=[O:20])[CH2:5][CH2:4]1, predict the reactants needed to synthesize it. (3) Given the product [OH:1][C:2]1[C:11]2[C:6](=[CH:7][CH:8]=[C:9]([C:12]3[CH:13]=[N:14][CH:15]=[CH:16][CH:17]=3)[CH:10]=2)[C:5]([CH3:18])([CH3:19])[C:4](=[O:20])[C:3]=1[C:21]([NH:23][CH2:24][C:25]([OH:27])=[O:26])=[O:22], predict the reactants needed to synthesize it. The reactants are: [OH:1][C:2]1[C:11]2[C:6](=[CH:7][CH:8]=[C:9]([C:12]3[CH:13]=[N:14][CH:15]=[CH:16][CH:17]=3)[CH:10]=2)[C:5]([CH3:19])([CH3:18])[C:4](=[O:20])[C:3]=1[C:21]([NH:23][CH2:24][C:25]([O:27]C(C)(C)C)=[O:26])=[O:22].